From a dataset of Reaction yield outcomes from USPTO patents with 853,638 reactions. Predict the reaction yield, written as a fraction of the theoretical maximum amount of product (1.0 means a 100% yield; for example, 0.34 means a 34% yield). The reactants are [CH2:1]1[O:21][C:20]2[C:3](=[CH:4][CH2:5][C:6]([O:22][CH3:23])([CH:19]=2)[CH:7]=[C:8]([C:14]([O:16][CH2:17][CH3:18])=[O:15])[C:9]([O:11][CH2:12][CH3:13])=[O:10])[O:2]1.[BH4-].[Na+]. The catalyst is C(O)C. The product is [CH2:1]1[O:21][C:20]2[C:3](=[CH:4][CH2:5][C:6]([O:22][CH3:23])([CH:19]=2)[CH2:7][CH:8]([C:14]([O:16][CH2:17][CH3:18])=[O:15])[C:9]([O:11][CH2:12][CH3:13])=[O:10])[O:2]1. The yield is 0.860.